Task: Predict the reaction yield, written as a fraction of the theoretical maximum amount of product (1.0 means a 100% yield; for example, 0.34 means a 34% yield).. Dataset: Reaction yield outcomes from USPTO patents with 853,638 reactions The reactants are [CH3:1][C:2]1[C:6]2[C:7](=[O:19])[N:8]([CH2:11][CH2:12][N:13]3[CH2:18][CH2:17][O:16][CH2:15][CH2:14]3)[CH2:9][CH2:10][C:5]=2[NH:4][C:3]=1[CH:20]=O.[N:22]1[CH:27]=[CH:26][C:25]([C:28]2[CH:36]=[CH:35][CH:34]=[C:33]3[C:29]=2[CH2:30][C:31](=[O:37])[NH:32]3)=[CH:24][CH:23]=1. No catalyst specified. The product is [CH3:1][C:2]1[C:6]2[C:7](=[O:19])[N:8]([CH2:11][CH2:12][N:13]3[CH2:14][CH2:15][O:16][CH2:17][CH2:18]3)[CH2:9][CH2:10][C:5]=2[NH:4][C:3]=1[CH:20]=[C:30]1[C:29]2[C:33](=[CH:34][CH:35]=[CH:36][C:28]=2[C:25]2[CH:24]=[CH:23][N:22]=[CH:27][CH:26]=2)[NH:32][C:31]1=[O:37]. The yield is 0.720.